From a dataset of NCI-60 drug combinations with 297,098 pairs across 59 cell lines. Regression. Given two drug SMILES strings and cell line genomic features, predict the synergy score measuring deviation from expected non-interaction effect. (1) Drug 1: CC1=C(C=C(C=C1)NC2=NC=CC(=N2)N(C)C3=CC4=NN(C(=C4C=C3)C)C)S(=O)(=O)N.Cl. Drug 2: CN(CC1=CN=C2C(=N1)C(=NC(=N2)N)N)C3=CC=C(C=C3)C(=O)NC(CCC(=O)O)C(=O)O. Cell line: NCIH23. Synergy scores: CSS=14.1, Synergy_ZIP=0.276, Synergy_Bliss=5.20, Synergy_Loewe=-5.40, Synergy_HSA=5.17. (2) Drug 1: CNC(=O)C1=CC=CC=C1SC2=CC3=C(C=C2)C(=NN3)C=CC4=CC=CC=N4. Drug 2: CCN(CC)CCCC(C)NC1=C2C=C(C=CC2=NC3=C1C=CC(=C3)Cl)OC. Cell line: CCRF-CEM. Synergy scores: CSS=51.3, Synergy_ZIP=1.11, Synergy_Bliss=2.34, Synergy_Loewe=-2.09, Synergy_HSA=3.19. (3) Drug 1: C1CCC(CC1)NC(=O)N(CCCl)N=O. Drug 2: CC1CCC2CC(C(=CC=CC=CC(CC(C(=O)C(C(C(=CC(C(=O)CC(OC(=O)C3CCCCN3C(=O)C(=O)C1(O2)O)C(C)CC4CCC(C(C4)OC)OCCO)C)C)O)OC)C)C)C)OC. Cell line: SF-268. Synergy scores: CSS=18.7, Synergy_ZIP=-7.25, Synergy_Bliss=-2.75, Synergy_Loewe=-1.31, Synergy_HSA=0.562. (4) Drug 1: CN1C(=O)N2C=NC(=C2N=N1)C(=O)N. Drug 2: CC12CCC3C(C1CCC2O)C(CC4=C3C=CC(=C4)O)CCCCCCCCCS(=O)CCCC(C(F)(F)F)(F)F. Cell line: SW-620. Synergy scores: CSS=4.81, Synergy_ZIP=-1.71, Synergy_Bliss=-2.94, Synergy_Loewe=-2.24, Synergy_HSA=-2.80. (5) Drug 1: CC1CCC2CC(C(=CC=CC=CC(CC(C(=O)C(C(C(=CC(C(=O)CC(OC(=O)C3CCCCN3C(=O)C(=O)C1(O2)O)C(C)CC4CCC(C(C4)OC)O)C)C)O)OC)C)C)C)OC. Drug 2: C(CCl)NC(=O)N(CCCl)N=O. Cell line: SN12C. Synergy scores: CSS=21.2, Synergy_ZIP=-4.70, Synergy_Bliss=0.157, Synergy_Loewe=-30.3, Synergy_HSA=1.88. (6) Drug 1: COC1=CC(=CC(=C1O)OC)C2C3C(COC3=O)C(C4=CC5=C(C=C24)OCO5)OC6C(C(C7C(O6)COC(O7)C8=CC=CS8)O)O. Drug 2: CC12CCC3C(C1CCC2OP(=O)(O)O)CCC4=C3C=CC(=C4)OC(=O)N(CCCl)CCCl.[Na+]. Cell line: OVCAR-8. Synergy scores: CSS=22.8, Synergy_ZIP=-3.40, Synergy_Bliss=-2.01, Synergy_Loewe=-23.4, Synergy_HSA=-1.13. (7) Drug 1: CC(C1=C(C=CC(=C1Cl)F)Cl)OC2=C(N=CC(=C2)C3=CN(N=C3)C4CCNCC4)N. Drug 2: B(C(CC(C)C)NC(=O)C(CC1=CC=CC=C1)NC(=O)C2=NC=CN=C2)(O)O. Cell line: NCI-H460. Synergy scores: CSS=9.67, Synergy_ZIP=1.41, Synergy_Bliss=4.77, Synergy_Loewe=2.40, Synergy_HSA=5.31. (8) Drug 1: CC12CCC(CC1=CCC3C2CCC4(C3CC=C4C5=CN=CC=C5)C)O. Drug 2: CC1OCC2C(O1)C(C(C(O2)OC3C4COC(=O)C4C(C5=CC6=C(C=C35)OCO6)C7=CC(=C(C(=C7)OC)O)OC)O)O. Cell line: SNB-19. Synergy scores: CSS=55.2, Synergy_ZIP=11.7, Synergy_Bliss=9.68, Synergy_Loewe=-5.34, Synergy_HSA=10.6. (9) Drug 1: CN1C(=O)N2C=NC(=C2N=N1)C(=O)N. Drug 2: C1CCC(C(C1)N)N.C(=O)(C(=O)[O-])[O-].[Pt+4]. Cell line: CAKI-1. Synergy scores: CSS=17.8, Synergy_ZIP=-4.67, Synergy_Bliss=-3.38, Synergy_Loewe=-12.2, Synergy_HSA=-4.13. (10) Synergy scores: CSS=33.1, Synergy_ZIP=-2.30, Synergy_Bliss=-0.704, Synergy_Loewe=-33.6, Synergy_HSA=-0.818. Drug 1: COC1=NC(=NC2=C1N=CN2C3C(C(C(O3)CO)O)O)N. Cell line: SW-620. Drug 2: CN(CCCl)CCCl.Cl.